Dataset: Full USPTO retrosynthesis dataset with 1.9M reactions from patents (1976-2016). Task: Predict the reactants needed to synthesize the given product. (1) Given the product [F:26][C:27]1[CH:32]=[C:31]([S:33]([CH3:36])(=[O:35])=[O:34])[CH:30]=[CH:29][C:28]=1[C:2]1[CH:3]=[C:4]2[CH2:25][C:9]3([CH2:24][C:11]4([CH2:12][CH2:13][N:14]([C:17]([O:19][C:20]([CH3:22])([CH3:23])[CH3:21])=[O:18])[CH2:15][CH2:16]4)[CH2:10]3)[O:8][C:5]2=[CH:6][N:7]=1, predict the reactants needed to synthesize it. The reactants are: Cl[C:2]1[CH:3]=[C:4]2[CH2:25][C:9]3([CH2:24][C:11]4([CH2:16][CH2:15][N:14]([C:17]([O:19][C:20]([CH3:23])([CH3:22])[CH3:21])=[O:18])[CH2:13][CH2:12]4)[CH2:10]3)[O:8][C:5]2=[CH:6][N:7]=1.[F:26][C:27]1[CH:32]=[C:31]([S:33]([CH3:36])(=[O:35])=[O:34])[CH:30]=[CH:29][C:28]=1B(O)O. (2) Given the product [CH3:18][O:19][C:20]1[CH:21]=[C:22]([N:28]2[CH2:29][CH2:30][N:31]([C:15]([C:8]3[CH:9]=[C:10]4[CH2:14][S:13][CH2:12][N:11]4[C:7]=3[C:1]3[CH:2]=[CH:3][CH:4]=[CH:5][CH:6]=3)=[O:17])[CH2:32][CH2:33]2)[CH:23]=[C:24]([O:26][CH3:27])[CH:25]=1, predict the reactants needed to synthesize it. The reactants are: [C:1]1([C:7]2[N:11]3[CH2:12][S:13][CH2:14][C:10]3=[CH:9][C:8]=2[C:15]([OH:17])=O)[CH:6]=[CH:5][CH:4]=[CH:3][CH:2]=1.[CH3:18][O:19][C:20]1[CH:21]=[C:22]([N:28]2[CH2:33][CH2:32][NH:31][CH2:30][CH2:29]2)[CH:23]=[C:24]([O:26][CH3:27])[CH:25]=1.Cl.CN(C)CCCN=C=NCC.O.ON1C2C=CC=CC=2N=N1.